From a dataset of Catalyst prediction with 721,799 reactions and 888 catalyst types from USPTO. Predict which catalyst facilitates the given reaction. (1) Reactant: [C:1]1([CH:7]([C:9]2[CH:10]=[N:11][C:12]3[C:17]([C:18]=2[C:19]2[CH:24]=[CH:23][CH:22]=[CH:21][CH:20]=2)=[CH:16][CH:15]=[CH:14][C:13]=3[C:25]([F:28])([F:27])[F:26])[OH:8])[CH:6]=[CH:5][CH:4]=[CH:3][CH:2]=1.C(N(CC)CC)C.[C:36](Cl)(=[O:38])[CH3:37]. Product: [C:36]([O:8][CH:7]([C:1]1[CH:6]=[CH:5][CH:4]=[CH:3][CH:2]=1)[C:9]1[CH:10]=[N:11][C:12]2[C:17]([C:18]=1[C:19]1[CH:20]=[CH:21][CH:22]=[CH:23][CH:24]=1)=[CH:16][CH:15]=[CH:14][C:13]=2[C:25]([F:28])([F:26])[F:27])(=[O:38])[CH3:37]. The catalyst class is: 2. (2) Reactant: [Cl:1][C:2]1[CH:7]=[CH:6][C:5]([NH:8][C:9]([NH:11][NH:12][C:13](=[O:27])[CH2:14][O:15][C:16]2[CH:17]=[C:18]3[C:23](=[CH:24][CH:25]=2)[NH:22][C:21](=[O:26])[CH2:20][CH2:19]3)=S)=[CH:4][CH:3]=1.CCN=C=NCCCN(C)C.Cl. Product: [Cl:1][C:2]1[CH:7]=[CH:6][C:5]([NH:8][C:9]2[O:27][C:13]([CH2:14][O:15][C:16]3[CH:17]=[C:18]4[C:23](=[CH:24][CH:25]=3)[NH:22][C:21](=[O:26])[CH2:20][CH2:19]4)=[N:12][N:11]=2)=[CH:4][CH:3]=1. The catalyst class is: 3. (3) Reactant: [C:1]([C:3]1[CH:8]=[CH:7][C:6]([NH:9][C:10]2[C:21]([F:22])=[C:20]([F:23])[CH:19]=[CH:18][C:11]=2[C:12]([N:14]([O:16][CH3:17])[CH3:15])=[O:13])=[C:5]([F:24])[CH:4]=1)#[CH:2].[H][H]. Product: [CH2:1]([C:3]1[CH:8]=[CH:7][C:6]([NH:9][C:10]2[C:21]([F:22])=[C:20]([F:23])[CH:19]=[CH:18][C:11]=2[C:12]([N:14]([O:16][CH3:17])[CH3:15])=[O:13])=[C:5]([F:24])[CH:4]=1)[CH3:2]. The catalyst class is: 312. (4) Reactant: [NH:1]1[CH2:6][CH2:5][CH:4]([C:7]([OH:9])=[O:8])[CH2:3][CH2:2]1.[OH-].[Na+].[C:12](O[C:12]([O:13][C:14]([CH3:17])([CH3:16])[CH3:15])=[O:18])(=[O:18])[O:13][C:14]([CH3:17])([CH3:16])[CH3:15]. Product: [CH3:15][C:14]([CH3:17])([O:13][C:12]([N:1]1[CH2:6][CH2:5][CH:4]([C:7]([OH:9])=[O:8])[CH2:3][CH2:2]1)=[O:18])[CH3:16]. The catalyst class is: 7.